This data is from Full USPTO retrosynthesis dataset with 1.9M reactions from patents (1976-2016). The task is: Predict the reactants needed to synthesize the given product. (1) The reactants are: [N:1]([CH2:4][C@@H:5]1[O:9][C:8](=[O:10])[N:7]([C:11]2[CH:16]=[CH:15][C:14]([N:17]3[CH2:22][CH2:21][Si:20]([CH3:24])([CH3:23])[CH2:19][CH2:18]3)=[C:13]([F:25])[CH:12]=2)[CH2:6]1)=[N+:2]=[N-:3].O.O1CCO[CH2:29][CH2:28]1. Given the product [N:1]1([CH2:4][C@@H:5]2[O:9][C:8](=[O:10])[N:7]([C:11]3[CH:16]=[CH:15][C:14]([N:17]4[CH2:22][CH2:21][Si:20]([CH3:23])([CH3:24])[CH2:19][CH2:18]4)=[C:13]([F:25])[CH:12]=3)[CH2:6]2)[CH:29]=[CH:28][N:3]=[N:2]1, predict the reactants needed to synthesize it. (2) The reactants are: [F:1][C:2]1[C:29]([N:30]2[CH2:35][CH2:34][N:33]([C:36]3[CH:41]=[CH:40][C:39]([F:42])=[CH:38][CH:37]=3)[CH2:32][CH2:31]2)=[C:28]([F:43])[C:5]2=[N:6][C:7]3[N:8]([C:20]4[CH:25]=[CH:24][C:23]([F:26])=[CH:22][C:21]=4[F:27])[CH:9]=[C:10]([C:15]([O:17]CC)=[O:16])[C:11](=[O:14])[C:12]=3[CH:13]=[C:4]2[CH:3]=1.C(O)(=O)C. Given the product [F:1][C:2]1[C:29]([N:30]2[CH2:31][CH2:32][N:33]([C:36]3[CH:41]=[CH:40][C:39]([F:42])=[CH:38][CH:37]=3)[CH2:34][CH2:35]2)=[C:28]([F:43])[C:5]2=[N:6][C:7]3[N:8]([C:20]4[CH:25]=[CH:24][C:23]([F:26])=[CH:22][C:21]=4[F:27])[CH:9]=[C:10]([C:15]([OH:17])=[O:16])[C:11](=[O:14])[C:12]=3[CH:13]=[C:4]2[CH:3]=1, predict the reactants needed to synthesize it. (3) Given the product [NH:41]1[C:42]2[C:47](=[CH:46][CH:45]=[CH:44][CH:43]=2)[C:39]([C:37]2[C:36]([CH3:48])=[CH:35][N:34]=[C:33]([NH:5][C:4]3[CH:6]=[C:7]([N+:17]([O-:19])=[O:18])[C:8]([N:10]4[CH2:15][CH2:14][N:13]([CH3:16])[CH2:12][CH2:11]4)=[CH:9][C:3]=3[O:2][CH3:1])[N:38]=2)=[CH:40]1, predict the reactants needed to synthesize it. The reactants are: [CH3:1][O:2][C:3]1[CH:9]=[C:8]([N:10]2[CH2:15][CH2:14][N:13]([CH3:16])[CH2:12][CH2:11]2)[C:7]([N+:17]([O-:19])=[O:18])=[CH:6][C:4]=1[NH2:5].O.C1(C)C=CC(S(O)(=O)=O)=CC=1.Cl[C:33]1[N:38]=[C:37]([C:39]2[C:47]3[C:42](=[CH:43][CH:44]=[CH:45][CH:46]=3)[NH:41][CH:40]=2)[C:36]([CH3:48])=[CH:35][N:34]=1.